Dataset: Forward reaction prediction with 1.9M reactions from USPTO patents (1976-2016). Task: Predict the product of the given reaction. (1) Given the reactants [Cl:1][C:2]1[C:3]([O:18][C:19]2[CH:20]=[N:21][C:22](Cl)=[CH:23][C:24]=2[C:25]2[CH:26]=[N:27][NH:28][CH:29]=2)=[CH:4][C:5]([F:17])=[C:6]([S:8]([NH:11][C:12]2[N:13]=[CH:14][S:15][CH:16]=2)(=[O:10])=[O:9])[CH:7]=1.[F:31][C:32]1[CH:33]=[C:34](B(O)O)[CH:35]=[CH:36][CH:37]=1.C([O-])([O-])=O.[Na+].[Na+].O, predict the reaction product. The product is: [Cl:1][C:2]1[C:3]([O:18][C:19]2[CH:20]=[N:21][C:22]([C:36]3[CH:35]=[CH:34][CH:33]=[C:32]([F:31])[CH:37]=3)=[CH:23][C:24]=2[C:25]2[CH:29]=[N:28][NH:27][CH:26]=2)=[CH:4][C:5]([F:17])=[C:6]([S:8]([NH:11][C:12]2[N:13]=[CH:14][S:15][CH:16]=2)(=[O:9])=[O:10])[CH:7]=1. (2) Given the reactants [Si:1]([O:8][C:9]1[C:17]2[NH:16][C:15]([CH:18]([F:20])[F:19])=[N:14][C:13]=2[CH:12]=[CH:11][CH:10]=1)([C:4]([CH3:7])([CH3:6])[CH3:5])([CH3:3])[CH3:2].Cl[C:22]1[N:27]=[C:26]([Cl:28])[CH:25]=[C:24]([Cl:29])[N:23]=1.C(=O)([O-])[O-].[K+].[K+].O, predict the reaction product. The product is: [Si:1]([O:8][C:9]1[C:17]2[N:16]=[C:15]([CH:18]([F:19])[F:20])[N:14]([C:22]3[N:27]=[C:26]([Cl:28])[CH:25]=[C:24]([Cl:29])[N:23]=3)[C:13]=2[CH:12]=[CH:11][CH:10]=1)([C:4]([CH3:7])([CH3:5])[CH3:6])([CH3:3])[CH3:2]. (3) The product is: [Cl:1][C:2]1[CH:3]=[C:4]([C:8]2[O:24][C:13]3[C:12]([C:10](=[O:11])[CH:9]=2)=[CH:17][CH:16]=[C:15]([OH:18])[C:14]=3[OH:20])[CH:5]=[CH:6][CH:7]=1. Given the reactants [Cl:1][C:2]1[CH:3]=[C:4]([C:8](=[O:24])[CH2:9][C:10]([C:12]2[CH:17]=[CH:16][C:15]([O:18]C)=[C:14]([O:20]C)[C:13]=2OC)=[O:11])[CH:5]=[CH:6][CH:7]=1.C(O)(=O)C, predict the reaction product. (4) Given the reactants [Cl:1][C:2]1[S:6][C:5]2[C:7]3([O:28][CH2:29][C:30]([F:32])([F:31])[C:4]=2[CH:3]=1)[CH2:12][CH2:11][N:10]([CH2:13][C:14]1[C:15]([CH3:27])=[N:16][N:17]([C:19]2[C:24]([CH:25]=O)=[CH:23][CH:22]=[CH:21][N:20]=2)[CH:18]=1)[CH2:9][CH2:8]3.Cl.[NH2:34][OH:35].C([O-])(=O)C.[Na+], predict the reaction product. The product is: [Cl:1][C:2]1[S:6][C:5]2[C:7]3([O:28][CH2:29][C:30]([F:31])([F:32])[C:4]=2[CH:3]=1)[CH2:8][CH2:9][N:10]([CH2:13][C:14]1[C:15]([CH3:27])=[N:16][N:17]([C:19]2[C:24]([CH:25]=[N:34][OH:35])=[CH:23][CH:22]=[CH:21][N:20]=2)[CH:18]=1)[CH2:11][CH2:12]3.